This data is from Full USPTO retrosynthesis dataset with 1.9M reactions from patents (1976-2016). The task is: Predict the reactants needed to synthesize the given product. Given the product [N:9]([C:2]1[CH:7]=[C:6]([NH2:8])[CH:5]=[CH:4][N:3]=1)=[N+:10]=[N-:11], predict the reactants needed to synthesize it. The reactants are: Cl[C:2]1[CH:7]=[C:6]([NH2:8])[CH:5]=[CH:4][N:3]=1.[N-:9]=[N+:10]=[N-:11].[Na+].[NH4+].[Cl-].